This data is from Catalyst prediction with 721,799 reactions and 888 catalyst types from USPTO. The task is: Predict which catalyst facilitates the given reaction. Reactant: [F:1][C:2]1([F:7])[CH2:4][CH:3]1[CH2:5]O.C1(P(C2C=CC=CC=2)C2C=CC=CC=2)C=CC=CC=1.[C:27]1(=[O:37])[NH:31][C:30](=[O:32])[C:29]2=[CH:33][CH:34]=[CH:35][CH:36]=[C:28]12.CCOC(/N=N/C(OCC)=O)=O. Product: [F:1][C:2]1([F:7])[CH2:4][CH:3]1[CH2:5][N:31]1[C:27](=[O:37])[C:28]2[C:29](=[CH:33][CH:34]=[CH:35][CH:36]=2)[C:30]1=[O:32]. The catalyst class is: 76.